Dataset: Forward reaction prediction with 1.9M reactions from USPTO patents (1976-2016). Task: Predict the product of the given reaction. (1) Given the reactants [F:1][C:2]1[CH:7]=[CH:6][C:5]([C:8]2([C:13]([OH:15])=O)[CH2:12][CH2:11][CH2:10][CH2:9]2)=[CH:4][CH:3]=1.[CH3:16][NH:17][C@H:18]1[CH2:37][N:22]2[C:23]3[C:28]([C:29]([CH2:30][C:31]([O:33]CCC)=[O:32])=[C:21]2[CH2:20][CH2:19]1)=[CH:27][CH:26]=[CH:25][CH:24]=3, predict the reaction product. The product is: [F:1][C:2]1[CH:3]=[CH:4][C:5]([C:8]2([C:13]([N:17]([CH3:16])[C@H:18]3[CH2:37][N:22]4[C:23]5[C:28]([C:29]([CH2:30][C:31]([OH:33])=[O:32])=[C:21]4[CH2:20][CH2:19]3)=[CH:27][CH:26]=[CH:25][CH:24]=5)=[O:15])[CH2:9][CH2:10][CH2:11][CH2:12]2)=[CH:6][CH:7]=1. (2) Given the reactants [F:1][C:2]1[CH:7]=[CH:6][C:5]([N:8]2[C:12](O)=[CH:11][C:10]([C:14]([F:17])([F:16])[F:15])=[N:9]2)=[C:4]([CH3:18])[CH:3]=1.P(Br)(Br)([Br:21])=O.C([O-])(O)=O.[Na+], predict the reaction product. The product is: [Br:21][C:12]1[N:8]([C:5]2[CH:6]=[CH:7][C:2]([F:1])=[CH:3][C:4]=2[CH3:18])[N:9]=[C:10]([C:14]([F:17])([F:16])[F:15])[CH:11]=1. (3) Given the reactants Cl[C:2]1[CH:11]=[CH:10][N:9]=[C:8]2[C:3]=1[CH:4]=[C:5]([C:13]([NH:15][CH2:16][C:17]1[CH:22]=[CH:21][CH:20]=[C:19]([C:23]([F:26])([F:25])[F:24])[CH:18]=1)=[O:14])[C:6]([CH3:12])=[N:7]2.[NH:27]1[CH2:32][CH2:31][O:30][CH2:29][CH2:28]1, predict the reaction product. The product is: [CH3:12][C:6]1[C:5]([C:13]([NH:15][CH2:16][C:17]2[CH:22]=[CH:21][CH:20]=[C:19]([C:23]([F:26])([F:25])[F:24])[CH:18]=2)=[O:14])=[CH:4][C:3]2[C:8](=[N:9][CH:10]=[CH:11][C:2]=2[N:27]2[CH2:32][CH2:31][O:30][CH2:29][CH2:28]2)[N:7]=1. (4) Given the reactants [CH:1](=O)[CH2:2][CH2:3][CH2:4][CH2:5][CH2:6][CH2:7][CH3:8].[N:10]1([C:20]([O:22][C:23]([CH3:26])([CH3:25])[CH3:24])=[O:21])[CH2:15][CH2:14][NH:13][CH2:12][CH:11]1[C:16]([O:18][CH3:19])=[O:17].CC(O)=O.[BH3-]C#N.[Na+], predict the reaction product. The product is: [CH2:1]([N:13]1[CH2:14][CH2:15][N:10]([C:20]([O:22][C:23]([CH3:24])([CH3:25])[CH3:26])=[O:21])[CH:11]([C:16]([O:18][CH3:19])=[O:17])[CH2:12]1)[CH2:2][CH2:3][CH2:4][CH2:5][CH2:6][CH2:7][CH3:8]. (5) The product is: [ClH:1].[NH2:2][C:3](=[O:33])[C@H:4]([NH:11][C:12](=[O:32])[CH2:13][C:14]([NH:16][C:17]1[CH:22]=[CH:21][C:20]([O:23][C:24]2[CH:29]=[CH:28][N:27]=[C:26]([NH2:30])[CH:25]=2)=[C:19]([F:31])[CH:18]=1)=[O:15])[C:5]1[CH:6]=[CH:7][CH:8]=[CH:9][CH:10]=1. Given the reactants [ClH:1].[NH2:2][C:3](=[O:33])[C@@H:4]([NH:11][C:12](=[O:32])[CH2:13][C:14]([NH:16][C:17]1[CH:22]=[CH:21][C:20]([O:23][C:24]2[CH:29]=[CH:28][N:27]=[C:26]([NH2:30])[CH:25]=2)=[C:19]([F:31])[CH:18]=1)=[O:15])[C:5]1[CH:10]=[CH:9][CH:8]=[CH:7][CH:6]=1.Cl.N[C@H](C1C=CC=CC=1)C(N)=O, predict the reaction product. (6) Given the reactants [Cl:1][C:2]1[C:7]([O:8][C:9]2[CH:14]=[CH:13][CH:12]=[CH:11][C:10]=2[C:15]([F:18])([F:17])[F:16])=[CH:6][C:5]([N:19]2[C:24](=[O:25])[CH:23]=[C:22]([C:26]([F:29])([F:28])[F:27])[NH:21][C:20]2=[O:30])=[C:4]([F:31])[CH:3]=1.C(=O)([O-])[O-].[K+].[K+].[N+:38](C1C=C([N+]([O-])=O)C=CC=1ON)([O-])=O, predict the reaction product. The product is: [NH2:38][N:21]1[C:22]([C:26]([F:28])([F:29])[F:27])=[CH:23][C:24](=[O:25])[N:19]([C:5]2[CH:6]=[C:7]([O:8][C:9]3[CH:14]=[CH:13][CH:12]=[CH:11][C:10]=3[C:15]([F:16])([F:17])[F:18])[C:2]([Cl:1])=[CH:3][C:4]=2[F:31])[C:20]1=[O:30]. (7) Given the reactants Br[CH2:2][C:3]([O:5][CH2:6][CH3:7])=[O:4].[CH2:8]([C:12]1[N:13]([CH2:21][C:22]2[CH:27]=[CH:26][C:25]([C:28]3[CH:33]=[CH:32][CH:31]=[CH:30][C:29]=3[C:34]3[N:38]([C:39]([C:52]4[CH:57]=[CH:56][CH:55]=[CH:54][CH:53]=4)([C:46]4[CH:51]=[CH:50][CH:49]=[CH:48][CH:47]=4)[C:40]4[CH:45]=[CH:44][CH:43]=[CH:42][CH:41]=4)[N:37]=[N:36][N:35]=3)=[CH:24][CH:23]=2)[C:14]([C:18]([OH:20])=[O:19])=[C:15]([Cl:17])[N:16]=1)[CH2:9][CH2:10][CH3:11].C(=O)([O-])[O-].[K+].[K+].O, predict the reaction product. The product is: [CH2:8]([C:12]1[N:13]([CH2:21][C:22]2[CH:23]=[CH:24][C:25]([C:28]3[CH:33]=[CH:32][CH:31]=[CH:30][C:29]=3[C:34]3[N:38]([C:39]([C:46]4[CH:47]=[CH:48][CH:49]=[CH:50][CH:51]=4)([C:40]4[CH:41]=[CH:42][CH:43]=[CH:44][CH:45]=4)[C:52]4[CH:57]=[CH:56][CH:55]=[CH:54][CH:53]=4)[N:37]=[N:36][N:35]=3)=[CH:26][CH:27]=2)[C:14]([C:18]([O:20][CH2:2][C:3]([O:5][CH2:6][CH3:7])=[O:4])=[O:19])=[C:15]([Cl:17])[N:16]=1)[CH2:9][CH2:10][CH3:11]. (8) Given the reactants [CH3:1][N:2]1[CH2:7][CH2:6][CH2:5][C@H:4]([NH2:8])[CH2:3]1.C[Al](C)C.C([O:15][C:16]([C:18]1[C:22]([NH:23][C:24]([NH2:26])=[O:25])=[CH:21][N:20]([C:27]2[CH:32]=[CH:31][CH:30]=[C:29]([F:33])[CH:28]=2)[CH:19]=1)=O)C, predict the reaction product. The product is: [CH3:1][N:2]1[CH2:7][CH2:6][CH2:5][C@H:4]([NH:8][C:16]([C:18]2[C:22]([NH:23][C:24]([NH2:26])=[O:25])=[CH:21][N:20]([C:27]3[CH:32]=[CH:31][CH:30]=[C:29]([F:33])[CH:28]=3)[CH:19]=2)=[O:15])[CH2:3]1. (9) Given the reactants [C:1]([SiH2:5][O:6][C:7]([CH3:17])([CH3:16])[C:8]1[O:12][C:11]([CH2:13]Cl)=[N:10][C:9]=1[CH3:15])([CH3:4])([CH3:3])[CH3:2].[C:18]1(=[O:28])[NH:22][C:21](=[O:23])[C:20]2=[CH:24][CH:25]=[CH:26][CH:27]=[C:19]12.[K].O, predict the reaction product. The product is: [C:1]([SiH2:5][O:6][C:7]([CH3:17])([CH3:16])[C:8]1[O:12][C:11]([CH2:13][N:22]2[C:18](=[O:28])[C:19]3[C:20](=[CH:24][CH:25]=[CH:26][CH:27]=3)[C:21]2=[O:23])=[N:10][C:9]=1[CH3:15])([CH3:4])([CH3:3])[CH3:2]. (10) Given the reactants [CH3:1][C@:2]12[C@@:19]3([CH3:20])[C@@H:10]([C@:11]4([CH3:24])[C@@H:16]([CH2:17][CH2:18]3)[C:15]([CH3:22])([CH3:21])[C:14](=[O:23])[CH2:13][CH2:12]4)[CH2:9][CH2:8][C@@H:7]1[C@H:6]1[C@H:25]([C:28]([CH3:30])=[CH2:29])[CH2:26][CH2:27][C@:5]1([C:31]([O:33][CH2:34][C:35]1[CH:40]=[CH:39][CH:38]=[CH:37][CH:36]=1)=[O:32])[CH2:4][CH2:3]2.C[Si]([N-][Si](C)(C)C)(C)C.[K+].[F:51][C:52]([F:71])([F:70])[S:53](N(C1C=CC=CC=1)[S:53]([C:52]([F:71])([F:70])[F:51])(=[O:55])=[O:54])(=[O:55])=[O:54], predict the reaction product. The product is: [CH3:1][C@:2]12[C@@:19]3([CH3:20])[C@@H:10]([C@:11]4([CH3:24])[C@@H:16]([CH2:17][CH2:18]3)[C:15]([CH3:21])([CH3:22])[C:14]([O:23][S:53]([C:52]([F:71])([F:70])[F:51])(=[O:55])=[O:54])=[CH:13][CH2:12]4)[CH2:9][CH2:8][C@@H:7]1[C@H:6]1[C@H:25]([C:28]([CH3:30])=[CH2:29])[CH2:26][CH2:27][C@:5]1([C:31]([O:33][CH2:34][C:35]1[CH:36]=[CH:37][CH:38]=[CH:39][CH:40]=1)=[O:32])[CH2:4][CH2:3]2.